From a dataset of Full USPTO retrosynthesis dataset with 1.9M reactions from patents (1976-2016). Predict the reactants needed to synthesize the given product. (1) Given the product [C:1]([O:5][C:6](=[O:7])[NH:8][C:9]1[CH:17]=[CH:16][CH:15]=[CH:14][C:10]=1[C:11](=[O:13])[NH:21][CH2:18][CH2:19][CH3:20])([CH3:2])([CH3:3])[CH3:4], predict the reactants needed to synthesize it. The reactants are: [C:1]([O:5][C:6]([NH:8][C:9]1[CH:17]=[CH:16][CH:15]=[CH:14][C:10]=1[C:11]([OH:13])=O)=[O:7])([CH3:4])([CH3:3])[CH3:2].[CH2:18]([NH2:21])[CH2:19][CH3:20].O1CCCC1.Cl.CN(C)CCCN=C=NCC.ON1C2C=CC=CC=2N=N1.C(=O)(O)[O-].[Na+]. (2) Given the product [NH:11]1[C:1]([C:3]2[CH:4]=[N:5][CH:6]=[CH:7][CH:8]=2)=[N:2][N:13]=[N:12]1, predict the reactants needed to synthesize it. The reactants are: [C:1]([C:3]1[CH:4]=[N:5][CH:6]=[CH:7][CH:8]=1)#[N:2].[Cl-].[NH4+].[N-:11]=[N+:12]=[N-:13].[Na+].